From a dataset of Full USPTO retrosynthesis dataset with 1.9M reactions from patents (1976-2016). Predict the reactants needed to synthesize the given product. (1) The reactants are: [OH:1][C:2]1[C:3](=[O:16])[C:4]2[C:9]([C:10](=O)[C:11]=1CC=C)=[CH:8][CH:7]=[CH:6][CH:5]=2.S(=O)(=O)(O)O. Given the product [CH:7]1[CH:8]=[C:9]2[CH:10]=[CH:11][C:2]([C:3](=[O:16])[C:4]2=[CH:5][CH:6]=1)=[O:1], predict the reactants needed to synthesize it. (2) Given the product [O:28]=[C:27]([C:10]1[O:11][C:7]([C:2]2[CH:3]=[CH:4][CH:5]=[CH:6][N:1]=2)=[CH:8][N:9]=1)[CH2:26][CH2:25][C:22]1[CH:23]=[CH:24][C:19]([O:12][C:13]2[CH:18]=[CH:17][CH:16]=[CH:15][CH:14]=2)=[CH:20][CH:21]=1, predict the reactants needed to synthesize it. The reactants are: [N:1]1[CH:6]=[CH:5][CH:4]=[CH:3][C:2]=1[C:7]1[O:11][CH:10]=[N:9][CH:8]=1.[O:12]([C:19]1[CH:24]=[CH:23][C:22]([CH2:25][CH2:26][C:27](O)=[O:28])=[CH:21][CH:20]=1)[C:13]1[CH:18]=[CH:17][CH:16]=[CH:15][CH:14]=1. (3) Given the product [CH2:30]([O:31][C:32](=[O:27])[C:14]([CH3:15])([CH3:16])[CH2:18][CH2:19][CH2:20][CH2:21][O:22][CH2:23][CH2:24][CH2:25][C:2]([C:1]([O:6][CH2:7][CH3:8])=[O:5])([CH3:4])[CH3:3])[CH3:29], predict the reactants needed to synthesize it. The reactants are: [C:1]([O:6][CH2:7][CH3:8])(=[O:5])[CH:2]([CH3:4])[CH3:3].[Li+].CC([N-][CH:14]([CH3:16])[CH3:15])C.Br[CH2:18][CH2:19][CH2:20][CH2:21][O:22][CH2:23][CH2:24][CH2:25]Br.[OH2:27].C1[CH2:32][O:31][CH2:30][CH2:29]1. (4) Given the product [CH2:1]([C@@H:5]1[N:11]([C:31]([C:28]2[CH:27]=[C:26]([C:23]3[CH:24]=[CH:25][C:20]([F:19])=[CH:21][CH:22]=3)[O:30][N:29]=2)=[O:32])[CH2:10][C@@H:9]([C:12]2[CH:13]=[CH:14][CH:15]=[CH:16][CH:17]=2)[CH2:8][NH:7][C:6]1=[O:18])[CH:2]([CH3:4])[CH3:3], predict the reactants needed to synthesize it. The reactants are: [CH2:1]([C@@H:5]1[NH:11][CH2:10][C@@H:9]([C:12]2[CH:17]=[CH:16][CH:15]=[CH:14][CH:13]=2)[CH2:8][NH:7][C:6]1=[O:18])[CH:2]([CH3:4])[CH3:3].[F:19][C:20]1[CH:25]=[CH:24][C:23]([C:26]2[O:30][N:29]=[C:28]([C:31](O)=[O:32])[CH:27]=2)=[CH:22][CH:21]=1.C([C@@H]1N(C(=O)/C=C/C2C=CC=CC=2)C[C@H](CC(C)C)NC1=O)C(C)C. (5) Given the product [F:20][C:19]1[CH:18]=[CH:17][C:4]([CH2:5][C:6]2[C:15]3[C:10](=[CH:11][CH:12]=[CH:13][CH:14]=3)[C:9](=[O:16])[NH:8][N:7]=2)=[CH:3][C:2]=1[N:1]1[C:21](=[O:22])[CH2:24][C:25]2([CH2:29][CH2:28][CH2:27][CH2:26]2)[C:30]1=[O:31], predict the reactants needed to synthesize it. The reactants are: [NH2:1][C:2]1[CH:3]=[C:4]([CH:17]=[CH:18][C:19]=1[F:20])[CH2:5][C:6]1[C:15]2[C:10](=[CH:11][CH:12]=[CH:13][CH:14]=2)[C:9](=[O:16])[NH:8][N:7]=1.[C:21]([CH2:24][C:25]1([C:30](O)=[O:31])[CH2:29][CH2:28][CH2:27][CH2:26]1)(O)=[O:22]. (6) Given the product [Br:8][C:9]1[CH:17]=[C:16]2[C:12]([CH2:13][C:14]3([CH2:34][CH2:33][CH:32]([O:35][CH3:36])[CH2:31][CH2:30]3)[C:15]2([NH:23][S:24]([C:26]([CH3:28])([CH3:29])[CH3:27])=[O:25])[C:18]([O:20][CH2:21][CH3:22])=[O:3])=[CH:11][CH:10]=1, predict the reactants needed to synthesize it. The reactants are: CN[OH:3].Cl.C[O-].[Na+].[Br:8][C:9]1[CH:17]=[C:16]2[C:12]([CH2:13][C:14]3([CH2:34][CH2:33][CH:32]([O:35][CH3:36])[CH2:31][CH2:30]3)[C:15]2([NH:23][S:24]([C:26]([CH3:29])([CH3:28])[CH3:27])=[O:25])[C:18]([O:20][CH2:21][CH3:22])=C)=[CH:11][CH:10]=1. (7) Given the product [CH:5]1([N:9]2[C:10]3([CH2:14][CH2:13][CH2:12][CH2:11]3)[CH2:15][O:33][C:32]2=[N:31][C:23]2[CH:24]=[CH:25][C:26]([N+:28]([O-:30])=[O:29])=[CH:27][C:22]=2[CH3:21])[CH2:8][CH2:7][CH2:6]1, predict the reactants needed to synthesize it. The reactants are: O=S(Cl)Cl.[CH:5]1([NH:9][C:10]2([CH2:15]Cl)[CH2:14][CH2:13][CH2:12][CH2:11]2)[CH2:8][CH2:7][CH2:6]1.ClCCN.[CH3:21][C:22]1[CH:27]=[C:26]([N+:28]([O-:30])=[O:29])[CH:25]=[CH:24][C:23]=1[N:31]=[C:32]=[O:33]. (8) Given the product [C:9]([C:8]1[CH:11]=[CH:12][CH:13]=[CH:14][C:7]=1/[C:5](/[C:4]1[CH:3]=[C:2]([Cl:1])[N:17]=[C:16]([Cl:18])[CH:15]=1)=[N:24]/[S:22]([C:36]([CH3:35])([CH3:37])[CH3:26])=[O:23])#[N:10], predict the reactants needed to synthesize it. The reactants are: [Cl:1][C:2]1[CH:3]=[C:4]([CH:15]=[C:16]([Cl:18])[N:17]=1)[C:5]([C:7]1[CH:14]=[CH:13][CH:12]=[CH:11][C:8]=1[C:9]#[N:10])=O.CC(C)C[S:22]([NH2:24])=[O:23].[CH3:26]O.C(=O)([O-])O.[Na+].O1[CH2:37][CH2:36][CH2:35]C1.